Dataset: Catalyst prediction with 721,799 reactions and 888 catalyst types from USPTO. Task: Predict which catalyst facilitates the given reaction. Reactant: N1N[N:3]=[N:4][C:5]=1[C:6]1[CH:7]=[N:8][CH:9]=[CH:10][CH:11]=1.[Br:12][C:13]1[CH:14]=[C:15]([CH:19]=[CH:20][CH:21]=1)[C:16](Cl)=[O:17]. Product: [Br:12][C:13]1[CH:14]=[C:15]([C:16]2[O:17][C:5]([C:6]3[CH:7]=[N:8][CH:9]=[CH:10][CH:11]=3)=[N:4][N:3]=2)[CH:19]=[CH:20][CH:21]=1. The catalyst class is: 673.